From a dataset of Reaction yield outcomes from USPTO patents with 853,638 reactions. Predict the reaction yield, written as a fraction of the theoretical maximum amount of product (1.0 means a 100% yield; for example, 0.34 means a 34% yield). (1) The reactants are [CH2:1]([C:3]1[N:4]=[C:5]([NH:17][C:18]([NH2:20])=[NH:19])[S:6][C:7]=1[C:8]1[CH:13]=[CH:12][C:11]([N+:14]([O-])=O)=[CH:10][CH:9]=1)[CH3:2].C([O-])=O.[NH4+]. The catalyst is [Pd].CO. The product is [NH2:14][C:11]1[CH:12]=[CH:13][C:8]([C:7]2[S:6][C:5]([NH:17][C:18]([NH2:20])=[NH:19])=[N:4][C:3]=2[CH2:1][CH3:2])=[CH:9][CH:10]=1. The yield is 0.660. (2) The reactants are [CH3:1][O:2][C:3]([C:5]1[S:6][C:7]([Br:11])=[CH:8][C:9]=1[NH2:10])=[O:4].[CH2:12]1[O:22][C:15]2([CH2:20][CH2:19][C:18](=O)[CH2:17][CH2:16]2)[O:14][CH2:13]1.C1([SiH3])C=CC=CC=1. The catalyst is C1COCC1.C([Sn](Cl)(Cl)CCCC)CCC. The product is [CH3:1][O:2][C:3]([C:5]1[S:6][C:7]([Br:11])=[CH:8][C:9]=1[NH:10][CH:18]1[CH2:19][CH2:20][C:15]2([O:22][CH2:12][CH2:13][O:14]2)[CH2:16][CH2:17]1)=[O:4]. The yield is 0.920. (3) The reactants are [C:1]([O:4][C:5]1[CH:13]=[C:12]2[C:8]([C@H:9]([CH2:21][Cl:22])[CH2:10][N:11]2C(OC(C)(C)C)=O)=[C:7]2[S:23][C:24]([CH3:26])=[CH:25][C:6]=12)(=[O:3])[CH3:2]. The catalyst is Cl.O1CCOCC1. The product is [C:1]([O:4][C:5]1[CH:13]=[C:12]2[C:8]([C@H:9]([CH2:21][Cl:22])[CH2:10][NH:11]2)=[C:7]2[S:23][C:24]([CH3:26])=[CH:25][C:6]=12)(=[O:3])[CH3:2]. The yield is 1.00.